From a dataset of NCI-60 drug combinations with 297,098 pairs across 59 cell lines. Regression. Given two drug SMILES strings and cell line genomic features, predict the synergy score measuring deviation from expected non-interaction effect. Synergy scores: CSS=9.88, Synergy_ZIP=-0.303, Synergy_Bliss=2.84, Synergy_Loewe=3.83, Synergy_HSA=3.94. Drug 2: CC1=CC=C(C=C1)C2=CC(=NN2C3=CC=C(C=C3)S(=O)(=O)N)C(F)(F)F. Cell line: 786-0. Drug 1: CCCS(=O)(=O)NC1=C(C(=C(C=C1)F)C(=O)C2=CNC3=C2C=C(C=N3)C4=CC=C(C=C4)Cl)F.